This data is from Catalyst prediction with 721,799 reactions and 888 catalyst types from USPTO. The task is: Predict which catalyst facilitates the given reaction. Reactant: [OH:1][C:2]1[CH:3]=[CH:4][C:5]2[N:6]([CH:8]=[C:9]([NH:11][C:12]([CH:14]3[CH2:16][CH2:15]3)=[O:13])[N:10]=2)[CH:7]=1.F[C:18]1[CH:23]=[CH:22][C:21]([N+:24]([O-:26])=[O:25])=[C:20]([CH3:27])[CH:19]=1.C(=O)([O-])[O-].[Cs+].[Cs+].[Cl-].[NH4+]. Product: [CH3:27][C:20]1[CH:19]=[C:18]([CH:23]=[CH:22][C:21]=1[N+:24]([O-:26])=[O:25])[O:1][C:2]1[CH:3]=[CH:4][C:5]2[N:6]([CH:8]=[C:9]([NH:11][C:12]([CH:14]3[CH2:15][CH2:16]3)=[O:13])[N:10]=2)[CH:7]=1. The catalyst class is: 148.